Dataset: Peptide-MHC class I binding affinity with 185,985 pairs from IEDB/IMGT. Task: Regression. Given a peptide amino acid sequence and an MHC pseudo amino acid sequence, predict their binding affinity value. This is MHC class I binding data. (1) The peptide sequence is VLLTRSPDQ. The MHC is HLA-B46:01 with pseudo-sequence HLA-B46:01. The binding affinity (normalized) is 0.0847. (2) The peptide sequence is NQAVVLMGL. The MHC is HLA-A02:06 with pseudo-sequence HLA-A02:06. The binding affinity (normalized) is 0.586. (3) The peptide sequence is MSNEGSYFF. The MHC is HLA-B15:17 with pseudo-sequence HLA-B15:17. The binding affinity (normalized) is 0.947. (4) The peptide sequence is LLLAILGPL. The MHC is HLA-A68:02 with pseudo-sequence HLA-A68:02. The binding affinity (normalized) is 0. (5) The peptide sequence is IQFPKTFGW. The MHC is Mamu-B17 with pseudo-sequence Mamu-B17. The binding affinity (normalized) is 0.888. (6) The binding affinity (normalized) is 0.0847. The MHC is HLA-B15:09 with pseudo-sequence HLA-B15:09. The peptide sequence is VSPLAVTWW. (7) The peptide sequence is RQFPEAFEF. The MHC is Mamu-B52 with pseudo-sequence Mamu-B52. The binding affinity (normalized) is 0.856. (8) The peptide sequence is SWWTSLNFL. The MHC is Patr-A0401 with pseudo-sequence Patr-A0401. The binding affinity (normalized) is 0.557.